From a dataset of Full USPTO retrosynthesis dataset with 1.9M reactions from patents (1976-2016). Predict the reactants needed to synthesize the given product. The reactants are: [F:1][C:2]1[CH:3]=[C:4]([CH:6]=[CH:7][C:8]=1[O:9][C:10]1[CH:15]=[CH:14][N:13]=[C:12]2[CH:16]=[C:17]([C:19]3[N:20]([CH3:31])[C:21]([CH2:24][N:25]4[CH2:30][CH2:29][O:28][CH2:27][CH2:26]4)=[CH:22][N:23]=3)[S:18][C:11]=12)[NH2:5].CC[N:34]([CH:38]([CH3:40])[CH3:39])[CH:35](C)C.ClC(Cl)([O:44]C(=O)OC(Cl)(Cl)Cl)Cl.C1(N)CC1. Given the product [CH:38]1([NH:34][C:35]([NH:5][C:4]2[CH:6]=[CH:7][C:8]([O:9][C:10]3[CH:15]=[CH:14][N:13]=[C:12]4[CH:16]=[C:17]([C:19]5[N:20]([CH3:31])[C:21]([CH2:24][N:25]6[CH2:30][CH2:29][O:28][CH2:27][CH2:26]6)=[CH:22][N:23]=5)[S:18][C:11]=34)=[C:2]([F:1])[CH:3]=2)=[O:44])[CH2:39][CH2:40]1, predict the reactants needed to synthesize it.